From a dataset of Experimentally validated miRNA-target interactions with 360,000+ pairs, plus equal number of negative samples. Binary Classification. Given a miRNA mature sequence and a target amino acid sequence, predict their likelihood of interaction. (1) The miRNA is hsa-miR-6831-3p with sequence UGACUAACUCCCACUCUACAG. The protein sequence of the target gene is MGAAAAEADRTLFVGNLETKVTEELLFELFHQAGPVIKVKIPKDKDGKPKQFAFVNFKHEVSVPYAMNLLNGIKLYGRPIKIQFRSGSSHAPQDVSLSYPQHHVGNSSPTSTSPSRYERTMDNMTSSAQIIQRSFSSPENFQRQAVMNSALRQMSYGGKFGSSPLDQSGFSPSVQSHSHSFNQSSSSQWRQGTPSSQRKVRMNSYPYLADRHYSREQRYTDHGSDHHYRGKRDDFFYEDRNHDDWSHDYDNRRDSSRDGKWRSSRH. Result: 0 (no interaction). (2) The miRNA is hsa-miR-6502-3p with sequence UAGACCAUCUUUCUAGAGUAU. The protein sequence of the target gene is MADGSPRPPLYRSVSFKLLERWSGGPGPREEDADTPGLRRRASCRPAAAVPGQPSRRVSKLASGPPAAPAQPRPLRSLSPSVRQLSRRFDAAGLDDDSTGTRDGGCSSGTTEEAAEGSERGAWPSVTEMRKLFGGPSSRRPSMDSEALGSTSPDRVSWEPPTRDPRQPPTPPPRTCFPLAGLRSARPLSGPGIEGRRRRQHQQQERAQRPADGLHSWHSFSQPQAGARASSSSSIASSYPVSRSRAASSSEEEEEGPQSQLGPQSPAYLGGHSSGSDEDPNGEDGRRWRGRGLRPGRSQL.... Result: 0 (no interaction). (3) The miRNA is hsa-miR-329-5p with sequence GAGGUUUUCUGGGUUUCUGUUUC. The protein sequence of the target gene is MSDYNTGGPPPGPPPPAGGGGGAAGAGGGPPPGPPGAGDRGGGGPGGGGPGGGGASGGPSQPPGGGGPGIRKDAFADAVQRARQIAAKIGGDAATTVNNNTPDFGFGGQKRQLEDGDQPDSKKLASQGDSIGSQLGPIHPPPRTSMTEEYRVPDGMVGLIIGRGGEQINKIQQDSGCKVQISPDSGGLPERSVSLTGAPESVQKAKMMLDDIVSRGRGGPPGQFHDNANGGQNGTVQEIMIPAGKAGLVIGKGGETIKQLQERAGVKMILIQDGSQNTNVDKPLRIIGDPYKVQQACEMV.... Result: 0 (no interaction).